From a dataset of Forward reaction prediction with 1.9M reactions from USPTO patents (1976-2016). Predict the product of the given reaction. (1) Given the reactants C(OC(=O)[NH:10][C@@H:11]1[CH2:14][NH:13][C:12]1=[O:15])C1C=CC=CC=1.C1CCC=CC=1.CC[OH:25], predict the reaction product. The product is: [C:12]([O-:15])(=[O:25])[CH3:11].[O:15]=[C:12]1[C@H:11]([NH3+:10])[CH2:14][NH:13]1. (2) Given the reactants [Cl:1][C:2]1[C:10]([N+:11]([O-:13])=[O:12])=[CH:9][CH:8]=[C:7]([Cl:14])[C:3]=1[C:4](O)=O.[CH3:15][O:16][C:17]([C:19]1[S:23][C:22]2[C:24]([N+:28]([O-:30])=[O:29])=[CH:25][CH:26]=[CH:27][C:21]=2[CH:20]=1)=[O:18].[NH2:31][C:32]1[C:33]([O:47][CH3:48])=[C:34]([NH:42][S:43]([CH3:46])(=[O:45])=[O:44])[CH:35]=[C:36]([C:38]([CH3:41])([CH3:40])[CH3:39])[CH:37]=1, predict the reaction product. The product is: [CH3:15][O:16][C:17]([C:19]1[S:23][C:2]2[C:10]([N+:11]([O-:13])=[O:12])=[CH:9][CH:8]=[C:7]([Cl:14])[C:3]=2[CH:4]=1)=[O:18].[C:38]([C:36]1[CH:35]=[C:34]([NH:42][S:43]([CH3:46])(=[O:45])=[O:44])[C:33]([O:47][CH3:48])=[C:32]([NH:31][C:17]([C:19]2[S:23][C:22]3[C:24]([N+:28]([O-:30])=[O:29])=[CH:25][CH:26]=[C:27]([Cl:1])[C:21]=3[CH:20]=2)=[O:18])[CH:37]=1)([CH3:40])([CH3:41])[CH3:39].